Dataset: Catalyst prediction with 721,799 reactions and 888 catalyst types from USPTO. Task: Predict which catalyst facilitates the given reaction. (1) Reactant: [Cl:1][C:2]1[CH:3]=[C:4]([C:9]2([C:28]([F:31])([F:30])[F:29])[O:13][N:12]=[C:11]([C:14]3[CH:19]=[CH:18][C:17]([N:20]4[CH:24]=[N:23][CH:22]=[N:21]4)=[C:16]([N+:25]([O-])=O)[CH:15]=3)[CH2:10]2)[CH:5]=[C:6]([Cl:8])[CH:7]=1.Cl.O.C(=O)([O-])[O-].[K+].[K+]. Product: [Cl:1][C:2]1[CH:3]=[C:4]([C:9]2([C:28]([F:31])([F:29])[F:30])[O:13][N:12]=[C:11]([C:14]3[CH:19]=[CH:18][C:17]([N:20]4[CH:24]=[N:23][CH:22]=[N:21]4)=[C:16]([CH:15]=3)[NH2:25])[CH2:10]2)[CH:5]=[C:6]([Cl:8])[CH:7]=1. The catalyst class is: 162. (2) Reactant: O[C:2]1[CH:7]=[CH:6][CH:5]=[C:4]([O:8][CH3:9])[C:3]=1[C:10]1[NH:14][N:13]=[C:12]([NH:15][C:16]2[N:17]=[CH:18][C:19]([C:22]#[N:23])=[N:20][CH:21]=2)[CH:11]=1.C1(P(C2C=CC=CC=2)C2C=CC=CC=2)C=CC=CC=1.CC(OC(/N=N/C(OC(C)C)=O)=O)C.[C:57]([O:61][C:62](=[O:68])[NH:63][CH2:64][CH2:65][CH2:66][OH:67])([CH3:60])([CH3:59])[CH3:58].C(=O)([O-])N. Product: [C:22]([C:19]1[N:20]=[CH:21][C:16]([NH:15][C:12]2[CH:11]=[C:10]([C:3]3[C:4]([O:8][CH3:9])=[CH:5][CH:6]=[CH:7][C:2]=3[O:67][CH2:66][CH2:65][CH2:64][NH:63][C:62](=[O:68])[O:61][C:57]([CH3:60])([CH3:58])[CH3:59])[NH:14][N:13]=2)=[N:17][CH:18]=1)#[N:23]. The catalyst class is: 1. (3) Reactant: C[O:2][C:3](=O)[CH2:4][NH:5][C:6]([O:8][C:9]([CH3:12])([CH3:11])[CH3:10])=[O:7].[NH2:14][NH2:15]. Product: [C:9]([O:8][C:6](=[O:7])[NH:5][CH2:4][C:3]([NH:14][NH2:15])=[O:2])([CH3:12])([CH3:11])[CH3:10]. The catalyst class is: 8. (4) Reactant: C([O:3][C:4]([C:6]1[N:7]([CH2:18][Si:19]([CH3:22])([CH3:21])[CH3:20])[N:8]=[N:9][C:10]=1[C:11]1[CH:16]=[CH:15][C:14]([F:17])=[CH:13][N:12]=1)=O)C.[OH-].[Na+]. Product: [F:17][C:14]1[CH:15]=[CH:16][C:11]([C:10]2[N:9]=[N:8][N:7]([CH2:18][Si:19]([CH3:20])([CH3:21])[CH3:22])[C:6]=2[CH2:4][OH:3])=[N:12][CH:13]=1. The catalyst class is: 11. (5) Reactant: [CH3:1][C:2]1[S:6][C:5]([C:7]([O:9]C)=[O:8])=[CH:4][C:3]=1[C:11]1[N:15]([CH3:16])[N:14]=[CH:13][CH:12]=1.[Cl:17]N1C(=O)CCC1=O.[OH-].[Na+]. Product: [Cl:17][C:12]1[CH:13]=[N:14][N:15]([CH3:16])[C:11]=1[C:3]1[CH:4]=[C:5]([C:7]([OH:9])=[O:8])[S:6][C:2]=1[CH3:1]. The catalyst class is: 7.